This data is from Peptide-MHC class I binding affinity with 185,985 pairs from IEDB/IMGT. The task is: Regression. Given a peptide amino acid sequence and an MHC pseudo amino acid sequence, predict their binding affinity value. This is MHC class I binding data. The peptide sequence is KLEYLAPSY. The MHC is HLA-A26:03 with pseudo-sequence HLA-A26:03. The binding affinity (normalized) is 0.0847.